This data is from Peptide-MHC class II binding affinity with 134,281 pairs from IEDB. The task is: Regression. Given a peptide amino acid sequence and an MHC pseudo amino acid sequence, predict their binding affinity value. This is MHC class II binding data. The binding affinity (normalized) is 0.239. The peptide sequence is GTKTPVSPGEMRLRD. The MHC is DRB3_0101 with pseudo-sequence DRB3_0101.